Dataset: Full USPTO retrosynthesis dataset with 1.9M reactions from patents (1976-2016). Task: Predict the reactants needed to synthesize the given product. (1) Given the product [F:1][C:2]1[CH:3]=[C:4]([CH:5]=[C:17]([N+:14]([O-:16])=[O:15])[CH3:18])[CH:7]=[CH:8][C:9]=1[S:10]([CH3:13])(=[O:12])=[O:11], predict the reactants needed to synthesize it. The reactants are: [F:1][C:2]1[CH:3]=[C:4]([CH:7]=[CH:8][C:9]=1[S:10]([CH3:13])(=[O:12])=[O:11])[CH:5]=O.[N+:14]([CH2:17][CH3:18])([O-:16])=[O:15].C([O-])(=O)C.[NH4+]. (2) The reactants are: FC(F)(F)S(O[C:7]1[N:8]=[C:9]([CH3:21])[C:10]2[C:15]([CH:16]=1)=[CH:14][C:13]([O:17][CH3:18])=[C:12]([O:19][CH3:20])[CH:11]=2)(=O)=O.[N:24]1[CH:29]=[CH:28][CH:27]=[C:26](B(O)O)[CH:25]=1.C([O-])([O-])=O.[Na+].[Na+]. Given the product [CH3:18][O:17][C:13]1[CH:14]=[C:15]2[C:10](=[CH:11][C:12]=1[O:19][CH3:20])[C:9]([CH3:21])=[N:8][C:7]([C:26]1[CH:25]=[N:24][CH:29]=[CH:28][CH:27]=1)=[CH:16]2, predict the reactants needed to synthesize it. (3) The reactants are: C(S[CH2:5][C@H:6]1[C@@H:15]([NH:16][C:17](=[O:26])[O:18][CH2:19][C:20]2[CH:25]=[CH:24][CH:23]=[CH:22][CH:21]=2)[CH2:14][CH2:13][C:8]2([O:12][CH2:11][CH2:10][O:9]2)[CH2:7]1)(C)C.O[O:28][S:29]([O-:31])=O.[K+].[CH3:33][CH:34](O)[CH3:35]. Given the product [CH:34]([S:29]([CH2:5][C@H:6]1[C@@H:15]([NH:16][C:17](=[O:26])[O:18][CH2:19][C:20]2[CH:25]=[CH:24][CH:23]=[CH:22][CH:21]=2)[CH2:14][CH2:13][C:8]2([O:12][CH2:11][CH2:10][O:9]2)[CH2:7]1)(=[O:31])=[O:28])([CH3:35])[CH3:33], predict the reactants needed to synthesize it. (4) Given the product [S:10]1[C:3]2[C:4](=[N:5][CH:6]=[CH:7][CH:2]=2)[CH:8]=[CH:9]1, predict the reactants needed to synthesize it. The reactants are: Br[C:2]1[CH:7]=[CH:6][N:5]=[C:4]2[CH:8]=[CH:9][S:10][C:3]=12.[Li]CCCC.CCCCCC.CO.O. (5) Given the product [NH2:1][C:4]1[CH:5]=[C:6]([CH:18]=[CH:19][CH:20]=1)[O:7][CH2:8][CH2:9][NH:10][C:11](=[O:17])[O:12][C:13]([CH3:16])([CH3:15])[CH3:14], predict the reactants needed to synthesize it. The reactants are: [N+:1]([C:4]1[CH:5]=[C:6]([CH:18]=[CH:19][CH:20]=1)[O:7][CH2:8][CH2:9][NH:10][C:11](=[O:17])[O:12][C:13]([CH3:16])([CH3:15])[CH3:14])([O-])=O. (6) Given the product [C:1]([N:23]1[CH2:26][CH2:27]1)([C:14]1[CH:19]=[CH:18][CH:17]=[CH:16][CH:15]=1)([C:8]1[CH:13]=[CH:12][CH:11]=[CH:10][CH:9]=1)[C:2]1[CH:7]=[CH:6][CH:5]=[CH:4][CH:3]=1, predict the reactants needed to synthesize it. The reactants are: [C:1](Cl)([C:14]1[CH:19]=[CH:18][CH:17]=[CH:16][CH:15]=1)([C:8]1[CH:13]=[CH:12][CH:11]=[CH:10][CH:9]=1)[C:2]1[CH:7]=[CH:6][CH:5]=[CH:4][CH:3]=1.CC[N:23]([CH2:26][CH3:27])CC.CS(Cl)(=O)=O. (7) Given the product [CH3:1][C:2]1[C:7]([CH3:8])=[CH:6][CH:5]=[CH:4][C:3]=1[C@H:9]([C:11]1[NH:15][CH:14]=[CH:13][N:12]=1)[CH3:10], predict the reactants needed to synthesize it. The reactants are: [CH3:1][C:2]1[C:7]([CH3:8])=[CH:6][CH:5]=[CH:4][C:3]=1[CH:9]([C:11]1[NH:12][CH:13]=[CH:14][N:15]=1)[CH3:10]. (8) Given the product [NH2:1][C:2]1[S:3][CH:4]=[C:5]([C:7]([OH:9])=[O:8])[N:6]=1, predict the reactants needed to synthesize it. The reactants are: [NH2:1][C:2]1[S:3][CH:4]=[C:5]([C:7]([O:9]CC)=[O:8])[N:6]=1.Cl. (9) Given the product [C:14]([C:2]1[CH:3]=[C:4]([CH:9]=[C:10]([O:12][CH3:13])[N:11]=1)[C:5]([O:7][CH3:8])=[O:6])#[N:15], predict the reactants needed to synthesize it. The reactants are: Cl[C:2]1[CH:3]=[C:4]([CH:9]=[C:10]([O:12][CH3:13])[N:11]=1)[C:5]([O:7][CH3:8])=[O:6].[CH3:14][N:15](C=O)C. (10) Given the product [CH3:5][C:6]1[C:7]2[CH:8]=[C:9]([OH:39])[CH:10]=[CH:11][C:12]=2[N:13]([CH2:22][C:23]2[CH:28]=[CH:27][C:26]([O:29][CH2:30][CH2:31][N:32]3[CH2:33][CH2:34][CH2:35][CH2:36][CH2:37][CH2:38]3)=[CH:25][CH:24]=2)[C:14]=1[C:15]1[CH:16]=[CH:17][C:18]([OH:21])=[CH:19][CH:20]=1.[CH3:2][C:1]([OH:4])=[O:3], predict the reactants needed to synthesize it. The reactants are: [C:1]([OH:4])(=[O:3])[CH3:2].[CH3:5][C:6]1[C:7]2[CH:8]=[C:9]([OH:39])[CH:10]=[CH:11][C:12]=2[N:13]([CH2:22][C:23]2[CH:24]=[CH:25][C:26]([O:29][CH2:30][CH2:31][N:32]3[CH2:38][CH2:37][CH2:36][CH2:35][CH2:34][CH2:33]3)=[CH:27][CH:28]=2)[C:14]=1[C:15]1[CH:16]=[CH:17][C:18]([OH:21])=[CH:19][CH:20]=1.